Dataset: Full USPTO retrosynthesis dataset with 1.9M reactions from patents (1976-2016). Task: Predict the reactants needed to synthesize the given product. (1) Given the product [CH:13]1([N:10]2[CH2:9][C:8]([F:20])([F:19])[C:7](=[O:21])[N:6]([CH3:22])[C:5]3[CH:4]=[N:3][C:2]([NH:23][C:24]4[CH:32]=[CH:31][C:27]([C:28]([OH:30])=[O:29])=[CH:26][C:25]=4[O:33][CH3:34])=[N:12][C:11]2=3)[CH2:18][CH2:17][CH2:16][CH2:15][CH2:14]1, predict the reactants needed to synthesize it. The reactants are: Cl[C:2]1[N:3]=[CH:4][C:5]2[N:6]([CH3:22])[C:7](=[O:21])[C:8]([F:20])([F:19])[CH2:9][N:10]([CH:13]3[CH2:18][CH2:17][CH2:16][CH2:15][CH2:14]3)[C:11]=2[N:12]=1.[NH2:23][C:24]1[CH:32]=[CH:31][C:27]([C:28]([OH:30])=[O:29])=[CH:26][C:25]=1[O:33][CH3:34]. (2) Given the product [CH:26]1([C:23]2[CH:24]=[N:25][C:16]([NH:14][C:8]3[CH:7]=[C:6]4[C:11](=[CH:10][CH:9]=3)[NH:12][C:13]3[CH2:1][CH2:2][CH2:3][CH2:4][C:5]4=3)=[C:17]([CH:22]=2)[C:18]([O:20][CH3:21])=[O:19])[CH2:27][CH2:28]1, predict the reactants needed to synthesize it. The reactants are: [CH2:1]1[C:13]2[NH:12][C:11]3[C:6](=[CH:7][C:8]([NH2:14])=[CH:9][CH:10]=3)[C:5]=2[CH2:4][CH2:3][CH2:2]1.Cl[C:16]1[N:25]=[CH:24][C:23]([CH:26]2[CH2:28][CH2:27]2)=[CH:22][C:17]=1[C:18]([O:20][CH3:21])=[O:19].C(=O)([O-])[O-].[Cs+].[Cs+].C(OCCCCC)(=O)C. (3) Given the product [CH2:3]([N:10]([CH2:18][CH2:19][N:20]1[C:29]2[C:24]([C:25](=[O:31])[NH:26][C:27](=[O:30])[N:28]=2)=[N:23][C:22]2[CH:32]=[C:33]([CH3:37])[C:34]([O:43][CH:38]3[CH2:42][CH2:41][CH2:40][CH2:39]3)=[CH:35][C:21]1=2)[C:11](=[O:17])[O:12][C:13]([CH3:16])([CH3:15])[CH3:14])[C:4]1[CH:9]=[CH:8][CH:7]=[CH:6][CH:5]=1, predict the reactants needed to synthesize it. The reactants are: [H-].[Na+].[CH2:3]([N:10]([CH2:18][CH2:19][N:20]1[C:29]2[C:24]([C:25](=[O:31])[NH:26][C:27](=[O:30])[N:28]=2)=[N:23][C:22]2[CH:32]=[C:33]([CH3:37])[C:34](Cl)=[CH:35][C:21]1=2)[C:11](=[O:17])[O:12][C:13]([CH3:16])([CH3:15])[CH3:14])[C:4]1[CH:9]=[CH:8][CH:7]=[CH:6][CH:5]=1.[CH:38]1([OH:43])[CH2:42][CH2:41][CH2:40][CH2:39]1.